Dataset: Catalyst prediction with 721,799 reactions and 888 catalyst types from USPTO. Task: Predict which catalyst facilitates the given reaction. (1) Reactant: [CH3:1][O:2][C:3]1[CH:24]=[CH:23][C:6]2[NH:7][C:8]([CH:10]3[O:15][CH2:14][CH2:13][N:12](CC4C=CC=CC=4)[CH2:11]3)=[N:9][C:5]=2[CH:4]=1.Cl.C(Cl)Cl. Product: [CH3:1][O:2][C:3]1[CH:24]=[CH:23][C:6]2[NH:7][C:8]([CH:10]3[O:15][CH2:14][CH2:13][NH:12][CH2:11]3)=[N:9][C:5]=2[CH:4]=1. The catalyst class is: 19. (2) Reactant: [Br:1][C:2]1[C:3](=[O:28])[N:4]([CH2:19][C:20]2[CH:25]=[CH:24][C:23]([CH2:26][OH:27])=[CH:22][CH:21]=2)[C:5]([CH3:18])=[CH:6][C:7]=1[O:8][CH2:9][C:10]1[CH:15]=[CH:14][C:13]([F:16])=[CH:12][C:11]=1[F:17].ClC(Cl)(Cl)[C:31]([N:33]=C=O)=[O:32]. Product: [C:31](=[O:32])([O:27][CH2:26][C:23]1[CH:24]=[CH:25][C:20]([CH2:19][N:4]2[C:5]([CH3:18])=[CH:6][C:7]([O:8][CH2:9][C:10]3[CH:15]=[CH:14][C:13]([F:16])=[CH:12][C:11]=3[F:17])=[C:2]([Br:1])[C:3]2=[O:28])=[CH:21][CH:22]=1)[NH2:33]. The catalyst class is: 489. (3) Reactant: [Si:1]([O:8][C:9]1[CH:15]=[CH:14][C:12]([NH2:13])=[CH:11][CH:10]=1)([C:4]([CH3:7])([CH3:6])[CH3:5])([CH3:3])[CH3:2].Br[C:17]1[CH:18]=[N:19][C:20]([O:23][CH2:24][CH3:25])=[N:21][CH:22]=1. Product: [Si:1]([O:8][C:9]1[CH:15]=[CH:14][C:12]([NH:13][C:17]2[CH:18]=[N:19][C:20]([O:23][CH2:24][CH3:25])=[N:21][CH:22]=2)=[CH:11][CH:10]=1)([C:4]([CH3:7])([CH3:6])[CH3:5])([CH3:3])[CH3:2]. The catalyst class is: 7. (4) Reactant: [CH3:1][O:2][C:3]([C:5]1[C:10]([NH2:11])=[CH:9][C:8]([C:12]([F:15])([F:14])[F:13])=[C:7](Br)[N:6]=1)=[O:4].[Cl:17][C:18]1[CH:23]=[C:22]([Cl:24])[CH:21]=[CH:20][C:19]=1B(O)O.P([O-])([O-])([O-])=O.[K+].[K+].[K+].CCOC(C)=O. Product: [CH3:1][O:2][C:3]([C:5]1[C:10]([NH2:11])=[CH:9][C:8]([C:12]([F:15])([F:14])[F:13])=[C:7]([C:21]2[CH:20]=[CH:19][C:18]([Cl:17])=[CH:23][C:22]=2[Cl:24])[N:6]=1)=[O:4]. The catalyst class is: 93.